Predict which catalyst facilitates the given reaction. From a dataset of Catalyst prediction with 721,799 reactions and 888 catalyst types from USPTO. (1) Reactant: Cl.[NH2:2][C:3]1[CH:4]=[CH:5][C:6]([CH3:22])=[C:7]([NH:9][C:10]2[CH:11]=[C:12]3[C:17](=[CH:18][CH:19]=2)[N:16]=[CH:15][N:14]([CH3:20])[C:13]3=[O:21])[CH:8]=1.[F:23][C:24]1[CH:29]=[CH:28][C:27]([N:30]2[C:34]([C:35](O)=[O:36])=[CH:33][C:32]([S:38][CH3:39])=[N:31]2)=[CH:26][CH:25]=1.CN(C(ON1N=NC2C=CC=NC1=2)=[N+](C)C)C.F[P-](F)(F)(F)(F)F.CCN(C(C)C)C(C)C. Product: [F:23][C:24]1[CH:29]=[CH:28][C:27]([N:30]2[C:34]([C:35]([NH:2][C:3]3[CH:4]=[CH:5][C:6]([CH3:22])=[C:7]([NH:9][C:10]4[CH:11]=[C:12]5[C:17](=[CH:18][CH:19]=4)[N:16]=[CH:15][N:14]([CH3:20])[C:13]5=[O:21])[CH:8]=3)=[O:36])=[CH:33][C:32]([S:38][CH3:39])=[N:31]2)=[CH:26][CH:25]=1. The catalyst class is: 18. (2) Reactant: [OH:1][C@@H:2]1[CH2:6][N:5](C(OC(C)(C)C)=O)[C@H:4]([C:14](=[O:34])[NH:15][CH2:16][C:17]2[C:18]([O:32][CH3:33])=[N:19][N:20]([C:22]3[CH:27]=[CH:26][C:25]([C:28]([F:31])([F:30])[F:29])=[CH:24][CH:23]=3)[CH:21]=2)[CH2:3]1.FC(F)(F)C(O)=O. Product: [OH:1][C@@H:2]1[CH2:6][NH:5][C@H:4]([C:14]([NH:15][CH2:16][C:17]2[C:18]([O:32][CH3:33])=[N:19][N:20]([C:22]3[CH:27]=[CH:26][C:25]([C:28]([F:31])([F:30])[F:29])=[CH:24][CH:23]=3)[CH:21]=2)=[O:34])[CH2:3]1. The catalyst class is: 4. (3) Product: [CH3:20][C:21]([Si:24]([CH3:40])([CH3:39])[C:25]1[C:37]([F:38])=[CH:36][CH:35]=[C:34]([CH3:2])[C:26]=1[C:27]([N:29]([CH2:30][CH3:31])[CH2:32][CH3:33])=[O:28])([CH3:23])[CH3:22]. Reactant: [Li][CH:2](CC)C.C1CCCCC1.CN(CCN(C)C)C.[CH3:20][C:21]([Si:24]([CH3:40])([CH3:39])[C:25]1[C:37]([F:38])=[CH:36][CH:35]=[CH:34][C:26]=1[C:27]([N:29]([CH2:32][CH3:33])[CH2:30][CH3:31])=[O:28])([CH3:23])[CH3:22].CI.C(O)(=O)CC(CC(O)=O)(C(O)=O)O. The catalyst class is: 1. (4) Reactant: ClC(Cl)(Cl)C(Cl)(Cl)Cl.[F:9][C:10]1[CH:11]=[CH:12][C:13]([NH:16][NH:17][C:18](=O)[C:19]2[C:24]([Cl:25])=[CH:23][CH:22]=[CH:21][C:20]=2[Cl:26])=[N:14][CH:15]=1.C1(P(C2C=CC=CC=2)C2C=CC=CC=2)C=CC=CC=1.C(N(CC)CC)C. Product: [Cl:26][C:20]1[CH:21]=[CH:22][CH:23]=[C:24]([Cl:25])[C:19]=1[C:18]1[N:14]2[CH:15]=[C:10]([F:9])[CH:11]=[CH:12][C:13]2=[N:16][N:17]=1. The catalyst class is: 1. (5) Reactant: [CH:1]1([CH2:4][O:5][C:6]2[CH:7]=[C:8]([CH:13]=[C:14]([N+:16]([O-])=O)[CH:15]=2)[C:9]([O:11][CH3:12])=[O:10])[CH2:3][CH2:2]1. Product: [NH2:16][C:14]1[CH:13]=[C:8]([CH:7]=[C:6]([O:5][CH2:4][CH:1]2[CH2:3][CH2:2]2)[CH:15]=1)[C:9]([O:11][CH3:12])=[O:10]. The catalyst class is: 19. (6) Reactant: [CH2:1]([NH:8][C:9]1[NH:10][C:11](=[O:18])[C:12]2[NH:13][CH:14]=[N:15][C:16]=2[N:17]=1)[C:2]1[CH:7]=[CH:6][CH:5]=[CH:4][CH:3]=1.C([N:36]1[CH2:41][CH2:40][CH2:39][CH2:38][CH2:37]1)(OCC1C2C(=CC=CC=2)C2C1=CC=CC=2)=O.N1CCCCC1.C(#N)C.FC(F)(F)C(O)=O. Product: [CH2:1]([NH:8][C:9]1[NH:10][C:11](=[O:18])[C:12]2[NH:13][CH:14]=[N:15][C:16]=2[N:17]=1)[C:2]1[CH:7]=[CH:6][CH:5]=[CH:4][CH:3]=1.[NH:36]1[CH2:41][CH2:40][CH2:39][CH2:38][CH2:37]1. The catalyst class is: 35.